This data is from Forward reaction prediction with 1.9M reactions from USPTO patents (1976-2016). The task is: Predict the product of the given reaction. (1) Given the reactants [C:1]([C:3](=[CH:7][C:8]1[CH:13]=[CH:12][C:11]([F:14])=[CH:10][CH:9]=1)[C:4]([NH2:6])=[O:5])#[N:2].[CH3:15][CH:16]1[CH2:21][CH2:20][C:19](=O)[CH2:18][CH2:17]1.CC(C)([O-])C.[K+].Cl, predict the reaction product. The product is: [F:14][C:11]1[CH:10]=[CH:9][C:8]([C:7]2[C:18]3[CH2:17][CH:16]([CH3:15])[CH2:21][CH2:20][C:19]=3[NH:6][C:4](=[O:5])[C:3]=2[C:1]#[N:2])=[CH:13][CH:12]=1. (2) Given the reactants C(OC([C:6]1[C:14]2[C:9](=[CH:10][CH:11]=[CH:12][CH:13]=2)[NH:8][CH:7]=1)=O)C.C(Br)C1C=CC=CC=1.C(OC(=O)CCC1N=C(N)SC=1)C, predict the reaction product. The product is: [NH:8]1[C:9]2[C:14](=[CH:13][CH:12]=[CH:11][CH:10]=2)[CH:6]=[CH:7]1. (3) Given the reactants [H-].[Na+].[C:3]([O:7][C:8]([N:10]1[CH2:20][CH2:19][C:13]2([O:17][C:16](=[O:18])[NH:15][CH2:14]2)[CH2:12][CH2:11]1)=[O:9])([CH3:6])([CH3:5])[CH3:4].[CH3:21][O:22][C:23]1[CH:30]=[CH:29][C:28]([N+:31]([O-:33])=[O:32])=[CH:27][C:24]=1[CH2:25]Br.O, predict the reaction product. The product is: [C:3]([O:7][C:8]([N:10]1[CH2:11][CH2:12][C:13]2([O:17][C:16](=[O:18])[N:15]([CH2:25][C:24]3[CH:27]=[C:28]([N+:31]([O-:33])=[O:32])[CH:29]=[CH:30][C:23]=3[O:22][CH3:21])[CH2:14]2)[CH2:19][CH2:20]1)=[O:9])([CH3:6])([CH3:4])[CH3:5].